From a dataset of Reaction yield outcomes from USPTO patents with 853,638 reactions. Predict the reaction yield, written as a fraction of the theoretical maximum amount of product (1.0 means a 100% yield; for example, 0.34 means a 34% yield). (1) The reactants are [CH3:1][O:2][C:3](=[O:19])[C:4]1[CH:9]=[C:8]([OH:10])[CH:7]=[C:6]([O:11][C:12]2[CH:17]=[CH:16][C:15]([Br:18])=[CH:14][CH:13]=2)[CH:5]=1.I[C:21]1[CH:26]=[CH:25][CH:24]=[CH:23][CH:22]=1.C(=O)([O-])[O-].[Cs+].[Cs+].S([O-])([O-])(=O)=O.[Mg+2].CC(=NO)C(C)=NO. The catalyst is C(#N)C.[Cu-]=O. The product is [CH3:1][O:2][C:3](=[O:19])[C:4]1[CH:9]=[C:8]([O:10][C:21]2[CH:26]=[CH:25][CH:24]=[CH:23][CH:22]=2)[CH:7]=[C:6]([O:11][C:12]2[CH:17]=[CH:16][C:15]([Br:18])=[CH:14][CH:13]=2)[CH:5]=1. The yield is 0.230. (2) The reactants are [CH2:1]([N:3]([CH2:19][CH3:20])[CH2:4][CH2:5][N:6]1[CH2:11][CH2:10][C:9]2[NH:12][C:13]([CH:16]=O)=[C:14]([CH3:15])[C:8]=2[C:7]1=[O:18])[CH3:2].[F:21][C:22]1[CH:23]=[C:24]2[C:28](=[C:29]([Br:31])[CH:30]=1)[NH:27][C:26](=[O:32])[CH2:25]2. No catalyst specified. The product is [Br:31][C:29]1[CH:30]=[C:22]([F:21])[CH:23]=[C:24]2[C:28]=1[NH:27][C:26](=[O:32])[C:25]2=[CH:16][C:13]1[NH:12][C:9]2[CH2:10][CH2:11][N:6]([CH2:5][CH2:4][N:3]([CH2:19][CH3:20])[CH2:1][CH3:2])[C:7](=[O:18])[C:8]=2[C:14]=1[CH3:15]. The yield is 0.782. (3) The reactants are Br[CH2:2][CH2:3][CH2:4][CH2:5][CH2:6][Cl:7].[CH3:8][S:9]([OH:11])=[O:10].CCO.O. The catalyst is CO.C(Cl)Cl. The product is [Cl:7][CH2:6][CH2:5][CH2:4][CH2:3][CH2:2][S:9]([CH3:8])(=[O:11])=[O:10]. The yield is 0.530. (4) The reactants are [CH3:1][O:2][C:3]([C:5]1[CH:10]=[CH:9][CH:8]=[CH:7][C:6]=1[NH:11][C:12]1[CH:20]=[C:19]2[C:15]([C:16]([C:27]([OH:29])=O)=[N:17][N:18]2[CH:21]2[CH2:26][CH2:25][CH2:24][CH2:23][O:22]2)=[CH:14][CH:13]=1)=[O:4].[CH2:30]([N:32](CC)CC)C.CN.CN(C(ON1N=NC2C=CC=NC1=2)=[N+](C)C)C.F[P-](F)(F)(F)(F)F. The catalyst is CN(C=O)C. The product is [CH3:1][O:2][C:3](=[O:4])[C:5]1[CH:10]=[CH:9][CH:8]=[CH:7][C:6]=1[NH:11][C:12]1[CH:20]=[C:19]2[C:15]([C:16]([C:27](=[O:29])[NH:32][CH3:30])=[N:17][N:18]2[CH:21]2[CH2:26][CH2:25][CH2:24][CH2:23][O:22]2)=[CH:14][CH:13]=1. The yield is 0.420. (5) The reactants are [OH-].[Li+].[CH3:3][O:4][CH2:5][CH2:6][N:7]1[C:15]2[C:10](=[CH:11][C:12]([C:16]([O:18]C)=[O:17])=[CH:13][CH:14]=2)[CH:9]=[C:8]1[C:20]1[CH:25]=[CH:24][CH:23]=[CH:22][CH:21]=1. The catalyst is O.O1CCCC1. The product is [CH3:3][O:4][CH2:5][CH2:6][N:7]1[C:15]2[C:10](=[CH:11][C:12]([C:16]([OH:18])=[O:17])=[CH:13][CH:14]=2)[CH:9]=[C:8]1[C:20]1[CH:25]=[CH:24][CH:23]=[CH:22][CH:21]=1. The yield is 0.300.